Dataset: Aqueous solubility values for 9,982 compounds from the AqSolDB database. Task: Regression/Classification. Given a drug SMILES string, predict its absorption, distribution, metabolism, or excretion properties. Task type varies by dataset: regression for continuous measurements (e.g., permeability, clearance, half-life) or binary classification for categorical outcomes (e.g., BBB penetration, CYP inhibition). For this dataset (solubility_aqsoldb), we predict Y. (1) The Y is -1.17 log mol/L. The drug is CCCCCCOCCO. (2) The Y is -4.83 log mol/L. The compound is CO/C=C(/C(=O)OC)c1ccccc1Oc1cc(Oc2ccccc2C#N)ncn1. (3) The compound is CC(=O)OCC(COC(C)=O)OC(C)=O. The Y is -0.575 log mol/L. (4) The drug is CCOC(=O)Nc1cccc(OC(=O)Nc2ccccc2)c1. The Y is -4.52 log mol/L. (5) The compound is C=CC(=O)OCCCCCCCCCCOC(=O)C=C. The Y is -4.96 log mol/L.